From a dataset of Forward reaction prediction with 1.9M reactions from USPTO patents (1976-2016). Predict the product of the given reaction. (1) Given the reactants [N:1]1[CH:6]=[CH:5][CH:4]=[C:3]([C:7]2[O:11][N:10]=[C:9]([CH2:12][NH:13][C:14]3[C:23]4[C:18](=[CH:19][CH:20]=[CH:21][CH:22]=4)[N:17]=[CH:16][C:15]=3[NH2:24])[CH:8]=2)[CH:2]=1.[C:25](OC)(OC)(OC)[CH2:26][CH2:27][CH3:28].Cl.N1C=CC=CC=1, predict the reaction product. The product is: [CH2:26]([C:25]1[N:13]([CH2:12][C:9]2[CH:8]=[C:7]([C:3]3[CH:2]=[N:1][CH:6]=[CH:5][CH:4]=3)[O:11][N:10]=2)[C:14]2[C:23]3[CH:22]=[CH:21][CH:20]=[CH:19][C:18]=3[N:17]=[CH:16][C:15]=2[N:24]=1)[CH2:27][CH3:28]. (2) Given the reactants C[O:2][C:3]([CH:5]1[CH2:9][CH:8]([C:10](=[O:21])[NH:11][CH:12]2[CH2:14][CH:13]2[C:15]2[CH:20]=[CH:19][CH:18]=[CH:17][CH:16]=2)[CH2:7][N:6]1[C:22]([O:24][CH2:25][C:26]1[CH:31]=[CH:30][CH:29]=[CH:28][CH:27]=1)=[O:23])=[O:4].[OH-].[Na+], predict the reaction product. The product is: [CH2:25]([O:24][C:22]([N:6]1[CH2:7][CH:8]([C:10](=[O:21])[NH:11][CH:12]2[CH2:14][CH:13]2[C:15]2[CH:20]=[CH:19][CH:18]=[CH:17][CH:16]=2)[CH2:9][CH:5]1[C:3]([OH:4])=[O:2])=[O:23])[C:26]1[CH:27]=[CH:28][CH:29]=[CH:30][CH:31]=1. (3) Given the reactants [BH4-].[Na+].[CH2:3]([O:10][C:11]([NH:13][C@@H:14]([CH2:19][NH:20][C:21]([O:23][C:24]([CH3:27])([CH3:26])[CH3:25])=[O:22])[C:15](OC)=[O:16])=[O:12])[C:4]1[CH:9]=[CH:8][CH:7]=[CH:6][CH:5]=1.Cl, predict the reaction product. The product is: [CH2:3]([O:10][C:11]([NH:13][C@@H:14]([CH2:19][NH:20][C:21]([O:23][C:24]([CH3:27])([CH3:26])[CH3:25])=[O:22])[CH2:15][OH:16])=[O:12])[C:4]1[CH:5]=[CH:6][CH:7]=[CH:8][CH:9]=1. (4) Given the reactants [C:1]([C:5]1[O:9][N:8]=[C:7]([C:10]2[CH:15]=[C:14](Cl)[C:13]([CH:17]3[CH2:19][CH2:18]3)=[CH:12][N:11]=2)[N:6]=1)([CH3:4])([CH3:3])[CH3:2].[CH3:20][S:21]([C:24]1[CH:25]=[C:26]([OH:30])[CH:27]=[CH:28][CH:29]=1)(=[O:23])=[O:22].C([O-])([O-])=O.[Cs+].[Cs+], predict the reaction product. The product is: [C:1]([C:5]1[O:9][N:8]=[C:7]([C:10]2[CH:15]=[C:14]([O:30][C:26]3[CH:27]=[CH:28][CH:29]=[C:24]([S:21]([CH3:20])(=[O:23])=[O:22])[CH:25]=3)[C:13]([CH:17]3[CH2:19][CH2:18]3)=[CH:12][N:11]=2)[N:6]=1)([CH3:4])([CH3:3])[CH3:2]. (5) Given the reactants [CH3:1][O:2][CH2:3][C@@H:4]1[C@H:6]([CH:7]=[O:8])[C@:5]1([CH3:23])[C:9]1[CH:18]=[CH:17][C:16]2[C:15]([CH3:20])([CH3:19])[CH2:14][CH2:13][C:12]([CH3:22])([CH3:21])[C:11]=2[CH:10]=1.CC12C(C)(C)C(C(OC[C@@H]3[C@H](COC)[C@]3(C)C3C=CC4C(C)(C)CCC(C)(C)C=4C=3)=O)(CC1)OC2=O, predict the reaction product. The product is: [CH3:1][O:2][CH2:3][C@H:4]1[C@@H:6]([CH:7]=[O:8])[C@@:5]1([CH3:23])[C:9]1[CH:18]=[CH:17][C:16]2[C:15]([CH3:20])([CH3:19])[CH2:14][CH2:13][C:12]([CH3:22])([CH3:21])[C:11]=2[CH:10]=1.